Predict the product of the given reaction. From a dataset of Forward reaction prediction with 1.9M reactions from USPTO patents (1976-2016). (1) Given the reactants C([O:4][C:5]1[CH:10]=[CH:9][C:8]([CH:11]=[O:12])=[C:7]([N+:13]([O-:15])=[O:14])[C:6]=1[O:16][CH3:17])(=O)C.C(=O)([O-])[O-].[K+].[K+].O.Cl, predict the reaction product. The product is: [OH:4][C:5]1[CH:10]=[CH:9][C:8]([CH:11]=[O:12])=[C:7]([N+:13]([O-:15])=[O:14])[C:6]=1[O:16][CH3:17]. (2) Given the reactants CS(Cl)(=O)=O.[CH:6]1([C:12]2[O:13][C:14]3[CH:20]=[C:19]([C:21]([N:23]4[CH2:26][CH:25](O)[CH2:24]4)=[O:22])[CH:18]=[CH:17][C:15]=3[N:16]=2)[CH2:11][CH2:10][CH2:9][CH2:8][CH2:7]1.CCN(C(C)C)C(C)C.[N:37]1[CH:42]=[CH:41][CH:40]=[CH:39][C:38]=1[N:43]1[CH2:48][CH2:47][NH:46][CH2:45][CH2:44]1, predict the reaction product. The product is: [CH:6]1([C:12]2[O:13][C:14]3[CH:20]=[C:19]([C:21]([N:23]4[CH2:26][CH:25]([N:46]5[CH2:47][CH2:48][N:43]([C:38]6[CH:39]=[CH:40][CH:41]=[CH:42][N:37]=6)[CH2:44][CH2:45]5)[CH2:24]4)=[O:22])[CH:18]=[CH:17][C:15]=3[N:16]=2)[CH2:11][CH2:10][CH2:9][CH2:8][CH2:7]1.